Dataset: Forward reaction prediction with 1.9M reactions from USPTO patents (1976-2016). Task: Predict the product of the given reaction. Given the reactants [Cl:1][C:2]1[CH:9]=[CH:8][CH:7]=[CH:6][C:3]=1[CH2:4][NH2:5].C1(CN)CCCCC1.[O:18]=[C:19]1[C:27]2([CH2:31][O:30][C:29]3[CH:32]=[C:33]4[C:37](=[CH:38][C:28]2=3)[CH2:36][CH2:35][O:34]4)[C:26]2[C:21](=[CH:22][CH:23]=[CH:24][CH:25]=2)[N:20]1[CH2:39][C:40]1[CH:48]=[CH:47][CH:46]=[CH:45][C:41]=1[C:42](O)=[O:43].O=C1C2(COC3C=C4C(=CC2=3)CCO4)C2C(=CC=CC=2)N1CC1C=C(C=CC=1)C(O)=O, predict the reaction product. The product is: [Cl:1][C:2]1[CH:9]=[CH:8][CH:7]=[CH:6][C:3]=1[CH2:4][NH:5][C:42](=[O:43])[C:41]1[CH:45]=[CH:46][CH:47]=[CH:48][C:40]=1[CH2:39][N:20]1[C:21]2[C:26](=[CH:25][CH:24]=[CH:23][CH:22]=2)[C:27]2([CH2:31][O:30][C:29]3[CH:32]=[C:33]4[C:37](=[CH:38][C:28]2=3)[CH2:36][CH2:35][O:34]4)[C:19]1=[O:18].